Predict the product of the given reaction. From a dataset of Forward reaction prediction with 1.9M reactions from USPTO patents (1976-2016). (1) Given the reactants CC(N(O)[CH2:35][CH2:34][CH2:33][CH2:32][CH2:31][NH:30][C:28]([CH2:27][CH2:26][C:24](N(O)CCCCCN[C:24]([CH2:26][CH2:27][C:28]([N:30](O)[CH2:31][CH2:32][CH2:33][CH2:34][CH2:35]N)=O)=O)=O)=O)=O.C(O)(=O)CC(CC(O)=O)(C(O)=O)[OH:43], predict the reaction product. The product is: [N:30]1[C:28]2[C:34](=[CH:35][CH:24]=[CH:26][C:27]=2[OH:43])[CH:33]=[CH:32][CH:31]=1. (2) Given the reactants [Br:1][C:2]1([CH:9]=[CH:8][CH:7]=[C:6]([F:10])[CH2:5]1)[CH2:3]O.N1C=CC=CC=1.P(Br)(Br)[Br:18], predict the reaction product. The product is: [Br:1][C:2]1([CH:9]=[CH:8][CH:7]=[C:6]([F:10])[CH2:5]1)[CH2:3][Br:18]. (3) Given the reactants [CH2:1]([O:8][C:9]1[CH:16]=[CH:15][C:12]([CH:13]=O)=[CH:11][CH:10]=1)[C:2]1[CH:7]=[CH:6][CH:5]=[CH:4][CH:3]=1.Cl.[CH2:18]([O:20][C:21](=[O:24])[CH2:22][NH2:23])[CH3:19].C(N(CC)CC)C.C(O[BH-](OC(=O)C)OC(=O)C)(=O)C.[Na+].[Na], predict the reaction product. The product is: [CH2:18]([O:20][C:21](=[O:24])[CH2:22][NH:23][CH2:13][C:12]1[CH:15]=[CH:16][C:9]([O:8][CH2:1][C:2]2[CH:7]=[CH:6][CH:5]=[CH:4][CH:3]=2)=[CH:10][CH:11]=1)[CH3:19]. (4) Given the reactants Cl[C:2]1[C:3]2[N:10]([CH2:11][C:12]([O:14][CH2:15][CH3:16])=[O:13])[CH:9]=[CH:8][C:4]=2[N:5]=[CH:6][N:7]=1.[CH3:17][C:18]1[CH:19]=[C:20]([CH:22]=[CH:23][C:24]=1[O:25][C:26]1[CH:27]=[N:28][C:29]([CH3:32])=[CH:30][CH:31]=1)[NH2:21], predict the reaction product. The product is: [CH2:15]([O:14][C:12](=[O:13])[CH2:11][N:10]1[C:3]2[C:2]([NH:21][C:20]3[CH:22]=[CH:23][C:24]([O:25][C:26]4[CH:27]=[N:28][C:29]([CH3:32])=[CH:30][CH:31]=4)=[C:18]([CH3:17])[CH:19]=3)=[N:7][CH:6]=[N:5][C:4]=2[CH:8]=[CH:9]1)[CH3:16]. (5) Given the reactants Cl[C:2]1[CH:3]=[CH:4][C:5]([N+:27]([O-:29])=[O:28])=[C:6]([CH:26]=1)[C:7]([NH:9][C:10]1[CH:15]=[N:14][C:13]([C:16]2[CH:21]=[CH:20][CH:19]=[C:18]([C:22]([F:25])([F:24])[F:23])[CH:17]=2)=[CH:12][N:11]=1)=[O:8].[NH:30]1[CH2:35][CH2:34][CH2:33][CH2:32][CH2:31]1.C(=O)([O-])[O-].[K+].[K+], predict the reaction product. The product is: [N+:27]([C:5]1[CH:4]=[CH:3][C:2]([N:30]2[CH2:35][CH2:34][CH2:33][CH2:32][CH2:31]2)=[CH:26][C:6]=1[C:7]([NH:9][C:10]1[CH:15]=[N:14][C:13]([C:16]2[CH:21]=[CH:20][CH:19]=[C:18]([C:22]([F:25])([F:24])[F:23])[CH:17]=2)=[CH:12][N:11]=1)=[O:8])([O-:29])=[O:28]. (6) Given the reactants [NH2:1][C:2]1[C:10]([CH3:11])=[CH:9][C:8](I)=[CH:7][C:3]=1[C:4]([OH:6])=[O:5].[NH:13]1[CH:17]=[N:16][CH:15]=[N:14]1.C([O-])([O-])=O.[Cs+].[Cs+], predict the reaction product. The product is: [NH2:1][C:2]1[C:10]([CH3:11])=[CH:9][C:8]([N:13]2[CH:17]=[N:16][CH:15]=[N:14]2)=[CH:7][C:3]=1[C:4]([OH:6])=[O:5].